Dataset: Catalyst prediction with 721,799 reactions and 888 catalyst types from USPTO. Task: Predict which catalyst facilitates the given reaction. (1) Reactant: [CH2:1]([N:4]([CH2:8][CH2:9][CH3:10])[CH2:5][CH2:6][NH2:7])[CH2:2][CH3:3].[C:11]([C:15]1[CH:16]=[CH:17][C:18]2[N+:23]([O-:24])=[N:22][C:21](Cl)=[N:20][C:19]=2[CH:26]=1)([CH3:14])([CH3:13])[CH3:12]. Product: [C:11]([C:15]1[CH:16]=[CH:17][C:18]2[N+:23]([O-:24])=[N:22][C:21]([NH:7][CH2:6][CH2:5][N:4]([CH2:8][CH2:9][CH3:10])[CH2:1][CH2:2][CH3:3])=[N:20][C:19]=2[CH:26]=1)([CH3:14])([CH3:12])[CH3:13]. The catalyst class is: 57. (2) Reactant: [CH2:1]([N:3]([CH2:29][CH3:30])[C:4](=[O:28])[C:5]1[CH:10]=[CH:9][C:8]([CH:11]([C:18]2[CH:19]=[CH:20][CH:21]=[C:22]3[C:27]=2[N:26]=[CH:25][CH:24]=[CH:23]3)[N:12]2[CH2:17][CH2:16][NH:15][CH2:14][CH2:13]2)=[CH:7][CH:6]=1)[CH3:2].[S:31]1[CH:35]=[CH:34][CH:33]=[C:32]1[CH:36]=O.C(O[BH-](OC(=O)C)OC(=O)C)(=O)C.[Na+].[OH-].[Na+].C(Cl)[Cl:55]. Product: [ClH:55].[ClH:55].[CH2:29]([N:3]([CH2:1][CH3:2])[C:4](=[O:28])[C:5]1[CH:6]=[CH:7][C:8]([CH:11]([N:12]2[CH2:13][CH2:14][N:15]([CH2:36][C:32]3[S:31][CH:35]=[CH:34][CH:33]=3)[CH2:16][CH2:17]2)[C:18]2[CH:19]=[CH:20][CH:21]=[C:22]3[C:27]=2[N:26]=[CH:25][CH:24]=[CH:23]3)=[CH:9][CH:10]=1)[CH3:30]. The catalyst class is: 15.